Dataset: NCI-60 drug combinations with 297,098 pairs across 59 cell lines. Task: Regression. Given two drug SMILES strings and cell line genomic features, predict the synergy score measuring deviation from expected non-interaction effect. (1) Drug 2: CC1CCC2CC(C(=CC=CC=CC(CC(C(=O)C(C(C(=CC(C(=O)CC(OC(=O)C3CCCCN3C(=O)C(=O)C1(O2)O)C(C)CC4CCC(C(C4)OC)O)C)C)O)OC)C)C)C)OC. Synergy scores: CSS=7.66, Synergy_ZIP=-5.90, Synergy_Bliss=-5.61, Synergy_Loewe=-13.9, Synergy_HSA=-5.90. Drug 1: CN(C)N=NC1=C(NC=N1)C(=O)N. Cell line: OVCAR-5. (2) Drug 1: CN1CCC(CC1)COC2=C(C=C3C(=C2)N=CN=C3NC4=C(C=C(C=C4)Br)F)OC. Drug 2: C1=C(C(=O)NC(=O)N1)N(CCCl)CCCl. Cell line: EKVX. Synergy scores: CSS=36.0, Synergy_ZIP=0.323, Synergy_Bliss=8.78, Synergy_Loewe=-17.9, Synergy_HSA=11.2.